This data is from Forward reaction prediction with 1.9M reactions from USPTO patents (1976-2016). The task is: Predict the product of the given reaction. (1) Given the reactants [Cl:1][C:2]1[CH:7]=[CH:6][C:5]([C:8]2[CH:9]=[C:10]([C:20]([OH:22])=O)[CH:11]=[N:12][C:13]=2[O:14][CH2:15][C:16]([F:19])([F:18])[F:17])=[CH:4][CH:3]=1.[CH3:23][N:24]([C:26]1[CH:31]=[CH:30][CH:29]=[CH:28][CH:27]=1)[NH2:25], predict the reaction product. The product is: [CH3:23][N:24]([C:26]1[CH:31]=[CH:30][CH:29]=[CH:28][CH:27]=1)[NH:25][C:20]([C:10]1[CH:11]=[N:12][C:13]([O:14][CH2:15][C:16]([F:17])([F:18])[F:19])=[C:8]([C:5]2[CH:4]=[CH:3][C:2]([Cl:1])=[CH:7][CH:6]=2)[CH:9]=1)=[O:22]. (2) The product is: [OH:1][C:2]1[CH:7]=[CH:6][CH:5]=[CH:4][C:3]=1[CH2:8][CH2:9][CH2:10][NH:11][CH2:12][C:13]([O:15][CH3:16])=[O:14]. Given the reactants [OH:1][C:2]1[CH:7]=[CH:6][CH:5]=[CH:4][C:3]=1[CH:8]=[CH:9][CH2:10][NH:11][CH2:12][C:13]([O:15][CH3:16])=[O:14], predict the reaction product.